Task: Predict the product of the given reaction.. Dataset: Forward reaction prediction with 1.9M reactions from USPTO patents (1976-2016) (1) Given the reactants [Cl:1][C:2]1[CH:3]=[CH:4][C:5]2[C:11]3[N:12](CC4C=CC(OC)=CC=4OC)[C:13](=[O:21])[C:14]([C:17]([O:19]C)=[O:18])=[C:15]([OH:16])[C:10]=3[CH2:9][CH2:8][N:7](C(OCC3C=CC=CC=3)=O)[C:6]=2[CH:43]=1.CC([O-])(C)C.[Na+].C1(C)C=CC=CC=1.[N:57]1(C(OC(C)(C)C)=O)[CH2:62][CH2:61][CH2:60][CH:59]2[CH2:63][NH:64][CH2:65][CH:58]12, predict the reaction product. The product is: [ClH:1].[NH:57]1[CH2:62][CH2:61][CH2:60][CH:59]2[CH2:63][N:64]([C:2]3[CH:3]=[CH:4][C:5]4[C:11]5[NH:12][C:13](=[O:21])[C:14]([C:17]([OH:19])=[O:18])=[C:15]([OH:16])[C:10]=5[CH2:9][CH2:8][NH:7][C:6]=4[CH:43]=3)[CH2:65][CH:58]12. (2) Given the reactants [Cl-].[C:2]([IH+:6]([C:13]([CH3:16])([CH3:15])[CH3:14])[C:7]1[CH:12]=[CH:11][CH:10]=[CH:9][CH:8]=1)([CH3:5])([CH3:4])[CH3:3].C([O-])([O-])(OCC)CC.[F:25][C:26]([F:32])([F:31])[S:27]([OH:30])(=[O:29])=[O:28].N, predict the reaction product. The product is: [O-:30][S:27]([C:26]([F:32])([F:31])[F:25])(=[O:29])=[O:28].[C:13]([IH+:6]([C:2]([CH3:5])([CH3:4])[CH3:3])[C:7]1[CH:12]=[CH:11][CH:10]=[CH:9][CH:8]=1)([CH3:16])([CH3:15])[CH3:14]. (3) Given the reactants Br[C:2]1[CH:9]=[CH:8][CH:7]=[CH:6][C:3]=1[CH2:4][OH:5].[CH:10]([C:13]1[CH:14]=[C:15](B(O)O)[CH:16]=[CH:17][CH:18]=1)([CH3:12])[CH3:11].[O-]P([O-])([O-])=O.[K+].[K+].[K+], predict the reaction product. The product is: [CH:10]([C:13]1[CH:18]=[C:17]([C:2]2[CH:9]=[CH:8][CH:7]=[CH:6][C:3]=2[CH2:4][OH:5])[CH:16]=[CH:15][CH:14]=1)([CH3:12])[CH3:11].